From a dataset of Reaction yield outcomes from USPTO patents with 853,638 reactions. Predict the reaction yield, written as a fraction of the theoretical maximum amount of product (1.0 means a 100% yield; for example, 0.34 means a 34% yield). (1) The reactants are [CH:1]([NH:4][C:5]([C:7]1[CH:11]=[CH:10][NH:9][CH:8]=1)=[O:6])([CH3:3])[CH3:2].[H-].[Na+].[CH3:14][C:15]([C:19]1[N:23]([CH2:24][CH:25]2[CH2:30][CH2:29][O:28][CH2:27][CH2:26]2)[C:22]2[CH:31]=[CH:32][C:33]([S:35](Cl)(=[O:37])=[O:36])=[CH:34][C:21]=2[N:20]=1)([CH3:18])[CH2:16][CH3:17]. The catalyst is C1COCC1. The product is [CH3:18][C:15]([C:19]1[N:23]([CH2:24][CH:25]2[CH2:26][CH2:27][O:28][CH2:29][CH2:30]2)[C:22]2[CH:31]=[CH:32][C:33]([S:35]([N:9]3[CH:10]=[CH:11][C:7]([C:5]([NH:4][CH:1]([CH3:3])[CH3:2])=[O:6])=[CH:8]3)(=[O:37])=[O:36])=[CH:34][C:21]=2[N:20]=1)([CH3:14])[CH2:16][CH3:17]. The yield is 0.640. (2) The reactants are Br[C:2]1[CH:3]=[C:4]([CH2:9][NH:10][C:11](=[O:37])[CH2:12][C:13]([NH:15][CH2:16][C:17]2[C:18]([NH:30][CH:31]3[CH2:36][CH2:35][O:34][CH2:33][CH2:32]3)=[C:19]3[CH:27]=[N:26][N:25]([CH2:28][CH3:29])[C:20]3=[N:21][C:22]=2[CH2:23][CH3:24])=[O:14])[CH:5]=[CH:6][C:7]=1[CH3:8].[CH:38]([C:40]1[CH:41]=[C:42](B(O)O)[CH:43]=[CH:44][CH:45]=1)=[O:39].C(=O)([O-])[O-].[Na+].[Na+].O1CCOCC1. The catalyst is CCOC(C)=O.O.[Pd].C1(P(C2C=CC=CC=2)C2C=CC=CC=2)C=CC=CC=1.C1(P(C2C=CC=CC=2)C2C=CC=CC=2)C=CC=CC=1.C1(P(C2C=CC=CC=2)C2C=CC=CC=2)C=CC=CC=1.C1(P(C2C=CC=CC=2)C2C=CC=CC=2)C=CC=CC=1. The product is [CH2:28]([N:25]1[C:20]2=[N:21][C:22]([CH2:23][CH3:24])=[C:17]([CH2:16][NH:15][C:13](=[O:14])[CH2:12][C:11]([NH:10][CH2:9][C:4]3[CH:3]=[C:2]([C:44]4[CH:43]=[CH:42][CH:41]=[C:40]([CH:38]=[O:39])[CH:45]=4)[C:7]([CH3:8])=[CH:6][CH:5]=3)=[O:37])[C:18]([NH:30][CH:31]3[CH2:36][CH2:35][O:34][CH2:33][CH2:32]3)=[C:19]2[CH:27]=[N:26]1)[CH3:29]. The yield is 0.328. (3) The reactants are C[O:2][C:3]([CH:5]1[CH:9]([C:10]2[CH:15]=[CH:14][CH:13]=[C:12]([Cl:16])[C:11]=2[F:17])[C:8]([C:20]2[CH:25]=[CH:24][C:23]([Cl:26])=[CH:22][C:21]=2[F:27])([C:18]#[N:19])[CH:7]([CH2:28][C:29]([CH3:40])([CH3:39])[CH2:30][C:31]2[CH:36]=[CH:35][C:34]([O:37][CH3:38])=[CH:33][CH:32]=2)[NH:6]1)=[O:4].[OH-].[Na+].CO.Cl. The catalyst is O1CCCC1. The product is [Cl:16][C:12]1[C:11]([F:17])=[C:10]([CH:9]2[C:8]([C:20]3[CH:25]=[CH:24][C:23]([Cl:26])=[CH:22][C:21]=3[F:27])([C:18]#[N:19])[CH:7]([CH2:28][C:29]([CH3:40])([CH3:39])[CH2:30][C:31]3[CH:32]=[CH:33][C:34]([O:37][CH3:38])=[CH:35][CH:36]=3)[NH:6][CH:5]2[C:3]([OH:4])=[O:2])[CH:15]=[CH:14][CH:13]=1. The yield is 1.00. (4) The reactants are [NH2:1][C:2]1[O:3][C:4]([CH3:11])=[CH:5][C:6](=[O:10])[C:7]=1[C:8]#[N:9]. The catalyst is Cl. The product is [OH:3][C:2]1[N:1]=[C:4]([CH3:11])[CH:5]=[C:6]([OH:10])[C:7]=1[C:8]#[N:9]. The yield is 0.800. (5) The yield is 0.910. The reactants are [Br:1][C:2]1[CH:3]=[C:4]([CH:8]([N:14]=[C:15]=[S:16])[C:9]2[CH:13]=[CH:12]O[CH:10]=2)[CH:5]=[CH:6][CH:7]=1.[C:17](=[S:19])=[S:18].CC(C)([O-])C.[K+].[OH2:26]. The product is [Br:1][C:2]1[CH:3]=[C:4]([C:8]2([C:9]3[CH:13]=[CH:12][O:26][CH:10]=3)[C:17](=[S:18])[S:19][C:15](=[S:16])[NH:14]2)[CH:5]=[CH:6][CH:7]=1. The catalyst is O1CCCC1.[Cl-].[Na+].O.C(OCC)(=O)C. (6) The reactants are [NH:1]1[CH2:5][CH2:4][CH2:3][C@H:2]1[C:6]([OH:8])=[O:7].C([O-])([O-])=O.[Na+].[Na+].Cl[C:16]([O:18][CH2:19][CH:20]=[CH2:21])=[O:17]. The catalyst is O1CCOCC1.O. The product is [CH2:19]([O:18][C:16]([N:1]1[CH2:5][CH2:4][CH2:3][C@H:2]1[C:6]([OH:8])=[O:7])=[O:17])[CH:20]=[CH2:21]. The yield is 0.370. (7) The reactants are [CH2:1]([O:3][C:4]1[C:12]([O:13][CH3:14])=[CH:11][CH:10]=[CH:9][C:5]=1[CH2:6]CN)[CH3:2].[CH3:15][NH:16]CC1C=CC2C(=CC=CC=2)C=1CCC.[ClH:31].[NH2:32][C:33]1[N:38]=[CH:37][C:36](/[CH:39]=[CH:40]/[C:41]([OH:43])=O)=[CH:35][C:34]=1[CH2:44][N:45]1[CH2:50][CH2:49][O:48][CH2:47][CH2:46]1.Cl.CN1CC2C=C(/C=C/C(O)=O)C=NC=2NC(=O)C1. No catalyst specified. The product is [ClH:31].[NH2:32][C:33]1[N:38]=[CH:37][C:36](/[CH:39]=[CH:40]/[C:41]([N:16]([CH2:6][C:5]2[CH:9]=[CH:10][CH:11]=[C:12]([O:13][CH3:14])[C:4]=2[O:3][CH2:1][CH3:2])[CH3:15])=[O:43])=[CH:35][C:34]=1[CH2:44][N:45]1[CH2:50][CH2:49][O:48][CH2:47][CH2:46]1. The yield is 0.700. (8) The product is [C:7]([C:11]1[C:12]([N+:23]([O-:25])=[O:24])=[C:13]([OH:22])[C:14]([OH:21])=[C:15]([C:17]([CH3:18])([CH3:19])[CH3:20])[CH:16]=1)([CH3:8])([CH3:9])[CH3:10]. The reactants are C1COCC1.O.[C:7]([C:11]1[CH:16]=[C:15]([C:17]([CH3:20])([CH3:19])[CH3:18])[C:14](=[O:21])[C:13](=[O:22])[C:12]=1[N+:23]([O-:25])=[O:24])([CH3:10])([CH3:9])[CH3:8].[O-]S(S([O-])=O)=O.[Na+].[Na+]. The yield is 0.740. The catalyst is CCOC(C)=O. (9) The reactants are [Cl:1][C:2]1[N:3]=[C:4]([N:13]2[CH2:18][CH2:17][O:16][CH2:15][CH2:14]2)[C:5]2[S:10][C:9]([CH:11]=O)=[CH:8][C:6]=2[N:7]=1.Cl.Cl.[CH3:21][C:22]1[N:23]([CH2:27][CH:28]2[CH2:33][CH2:32][NH:31][CH2:30][CH2:29]2)[CH:24]=[CH:25][N:26]=1. No catalyst specified. The product is [Cl:1][C:2]1[N:3]=[C:4]([N:13]2[CH2:18][CH2:17][O:16][CH2:15][CH2:14]2)[C:5]2[S:10][C:9]([CH2:11][N:31]3[CH2:32][CH2:33][CH:28]([CH2:27][N:23]4[CH:24]=[CH:25][N:26]=[C:22]4[CH3:21])[CH2:29][CH2:30]3)=[CH:8][C:6]=2[N:7]=1. The yield is 0.270. (10) The reactants are [F:1][C:2]1([F:40])[O:6][C:5]2[CH:7]=[CH:8][C:9]([C:11]3([C:14]([NH:16][C@@H:17]4[CH2:22][C@@H:21]([C:23]5[CH:28]=[CH:27][CH:26]=[CH:25][CH:24]=5)[O:20][C@@H:19]([C:29]5[CH:38]=[CH:37][C:32]([C:33]([O:35]C)=[O:34])=[CH:31][C:30]=5[CH3:39])[CH2:18]4)=[O:15])[CH2:13][CH2:12]3)=[CH:10][C:4]=2[O:3]1. The catalyst is CO.[OH-].[Li+]. The product is [F:40][C:2]1([F:1])[O:6][C:5]2[CH:7]=[CH:8][C:9]([C:11]3([C:14]([NH:16][C@@H:17]4[CH2:22][C@@H:21]([C:23]5[CH:28]=[CH:27][CH:26]=[CH:25][CH:24]=5)[O:20][C@@H:19]([C:29]5[CH:38]=[CH:37][C:32]([C:33]([OH:35])=[O:34])=[CH:31][C:30]=5[CH3:39])[CH2:18]4)=[O:15])[CH2:13][CH2:12]3)=[CH:10][C:4]=2[O:3]1. The yield is 0.840.